From a dataset of Catalyst prediction with 721,799 reactions and 888 catalyst types from USPTO. Predict which catalyst facilitates the given reaction. (1) Reactant: [C:1]([C:3]1[CH:8]=[CH:7][CH:6]=[CH:5][C:4]=1[N:9]([CH2:14][CH2:15][O:16][CH:17]1[CH2:22][CH2:21][CH2:20][CH2:19][O:18]1)[S:10]([CH3:13])(=[O:12])=[O:11])#[N:2].[BH4-].[Na+]. Product: [NH2:2][CH2:1][C:3]1[CH:8]=[CH:7][CH:6]=[CH:5][C:4]=1[N:9]([CH2:14][CH2:15][O:16][CH:17]1[CH2:22][CH2:21][CH2:20][CH2:19][O:18]1)[S:10]([CH3:13])(=[O:12])=[O:11]. The catalyst class is: 5. (2) Reactant: [CH2:1]1[O:3][C@@H:2]1[CH2:4]O.[C:6]1(=[O:16])[NH:10][C:9](=[O:11])[C:8]2=[CH:12][CH:13]=[CH:14][CH:15]=[C:7]12.C1(P(C2C=CC=CC=2)C2C=CC=CC=2)C=CC=CC=1.CCN(CCO)CC. Product: [O:3]1[CH2:1][C@H:2]1[CH2:4][N:10]1[C:9](=[O:11])[C:8]2=[CH:12][CH:13]=[CH:14][CH:15]=[C:7]2[C:6]1=[O:16]. The catalyst class is: 1.